This data is from Catalyst prediction with 721,799 reactions and 888 catalyst types from USPTO. The task is: Predict which catalyst facilitates the given reaction. (1) The catalyst class is: 2. Reactant: [NH:1]([C:31]([O:33][CH2:34][CH:35]1[C:47]2[C:42](=[CH:43][CH:44]=[CH:45][CH:46]=2)C2C1=CC=CC=2)=[O:32])[C@H:2]([C:28](O)=[O:29])[CH2:3][CH2:4][CH2:5][CH2:6][NH:7][C:8]([C:22]1[CH:27]=[CH:26][CH:25]=[CH:24][CH:23]=1)([C:16]1[CH:21]=[CH:20][CH:19]=[CH:18][CH:17]=1)[C:9]1[CH:15]=[CH:14][C:12]([CH3:13])=[CH:11][CH:10]=1.C1C=CC2N(O)N=[N:54]C=2C=1.CN(C(ON1N=N[C:68]2[CH:69]=[CH:70][CH:71]=[CH:72][C:67]1=2)=[N+](C)C)C.[B-](F)(F)(F)F.N. Product: [NH:1]([C:31]([O:33][CH2:34][CH:35]1[C:68]2[C:67](=[CH:72][CH:71]=[CH:70][CH:69]=2)[C:42]2[C:47]1=[CH:46][CH:45]=[CH:44][CH:43]=2)=[O:32])[C@H:2]([C:28]([NH2:54])=[O:29])[CH2:3][CH2:4][CH2:5][CH2:6][NH:7][C:8]([C:16]1[CH:17]=[CH:18][CH:19]=[CH:20][CH:21]=1)([C:22]1[CH:27]=[CH:26][CH:25]=[CH:24][CH:23]=1)[C:9]1[CH:10]=[CH:11][C:12]([CH3:13])=[CH:14][CH:15]=1. (2) Reactant: [Cl:1][C:2]1[CH:11]=[CH:10][C:9]2[N:8]=[CH:7][C:6]3[N:12]=[CH:13][N:14]([CH2:15][C:16]4[CH:21]=[CH:20][C:19]([O:22][CH3:23])=[CH:18][C:17]=4[O:24][CH3:25])[C:5]=3[C:4]=2[CH:3]=1.ClC1C=CC=C(C(OO)=[O:34])C=1.C(Cl)Cl. Product: [Cl:1][C:2]1[CH:11]=[CH:10][C:9]2[NH:8][C:7](=[O:34])[C:6]3[N:12]=[CH:13][N:14]([CH2:15][C:16]4[CH:21]=[CH:20][C:19]([O:22][CH3:23])=[CH:18][C:17]=4[O:24][CH3:25])[C:5]=3[C:4]=2[CH:3]=1. The catalyst class is: 100. (3) Reactant: CCCCCC.C([Li])CCC.C(NC(C)C)(C)C.[C:19]([O:23][C:24]([N:26]1[CH2:31][CH2:30][NH:29][C:28](=[O:32])[CH2:27]1)=[O:25])([CH3:22])([CH3:21])[CH3:20].Cl[CH2:34][C:35]1[CH:43]=[CH:42][C:38]2[O:39][CH2:40][O:41][C:37]=2[CH:36]=1.[Cl-].[NH4+]. Product: [O:39]1[C:38]2[CH:42]=[CH:43][C:35]([CH2:34][CH:27]3[C:28](=[O:32])[NH:29][CH2:30][CH2:31][N:26]3[C:24]([O:23][C:19]([CH3:22])([CH3:20])[CH3:21])=[O:25])=[CH:36][C:37]=2[O:41][CH2:40]1. The catalyst class is: 7. (4) Reactant: [C:1]([NH:8][CH2:9][CH2:10]Br)([O:3][C:4]([CH3:7])([CH3:6])[CH3:5])=[O:2].[N-:12]=[N+:13]=[N-:14].[Na+]. Product: [C:4]([O:3][C:1](=[O:2])[NH:8][CH2:9][CH2:10][N:12]=[N+:13]=[N-:14])([CH3:7])([CH3:6])[CH3:5]. The catalyst class is: 369. (5) Reactant: Cl.Cl.[NH2:3][CH2:4][C@:5]1([OH:13])[CH2:11][N:10]2[CH2:12][C@@H:6]1[CH2:7][CH2:8][CH2:9]2.[N:14]([C:17]1[N:18]=[CH:19][C:20]2[C:25]([CH:26]=1)=[CH:24][CH:23]=[CH:22][CH:21]=2)=[C:15]=S.C(=O)([O-])[O-].[Cs+].[Cs+].C(N=C=NC(C)C)(C)C. Product: [CH:19]1[C:20]2[C:25](=[CH:24][CH:23]=[CH:22][CH:21]=2)[CH:26]=[C:17]([NH:14][C:15]2[O:13][C@:5]3([CH2:11][N:10]4[CH2:12][C@@H:6]3[CH2:7][CH2:8][CH2:9]4)[CH2:4][N:3]=2)[N:18]=1. The catalyst class is: 3. (6) Reactant: [I:1][C:2]1[CH:7]=[CH:6][C:5]([NH:8][C:9]2[C:13]3[CH:14]=[N:15][CH:16]=[CH:17][C:12]=3[O:11][C:10]=2[C:18]([O:20]CC)=O)=[CH:4][CH:3]=1.[OH-:23].[Na+].C1C=C[C:28]2N(O)N=N[C:29]=2[CH:30]=1.[NH2:35][OH:36].CCN(C(C)C)C(C)C.[CH2:46]1C[O:49][CH2:48][CH2:47]1. The catalyst class is: 8. Product: [CH3:30][C:29]1([CH3:28])[O:23][C@@H:47]([CH2:46][O:36][NH:35][C:18]([C:10]2[O:11][C:12]3[CH:17]=[CH:16][N:15]=[CH:14][C:13]=3[C:9]=2[NH:8][C:5]2[CH:4]=[CH:3][C:2]([I:1])=[CH:7][CH:6]=2)=[O:20])[CH2:48][O:49]1. (7) Reactant: OCCC[C:5]1[C:13]2[C:8](=[CH:9][CH:10]=[CH:11][CH:12]=2)[NH:7][C:6]=1[C:14]([O:16][CH2:17][CH3:18])=[O:15].[CH:19]1[CH:24]=CC(P(C2C=CC=CC=2)C2C=CC=CC=2)=C[CH:20]=1.[C:38]1([OH:48])[C:47]2[C:42](=[CH:43][CH:44]=[CH:45][CH:46]=2)[CH:41]=[CH:40][CH:39]=1. Product: [C:38]1([O:48][CH2:20][CH2:19][CH2:24][N:7]2[C:8]3[C:13](=[CH:12][CH:11]=[CH:10][CH:9]=3)[CH:5]=[C:6]2[C:14]([O:16][CH2:17][CH3:18])=[O:15])[C:47]2[C:42](=[CH:43][CH:44]=[CH:45][CH:46]=2)[CH:41]=[CH:40][CH:39]=1. The catalyst class is: 1.